From a dataset of Full USPTO retrosynthesis dataset with 1.9M reactions from patents (1976-2016). Predict the reactants needed to synthesize the given product. (1) Given the product [F:30][C:31]([F:42])([F:41])[C:32]1[CH:37]=[CH:36][C:35]([C:24]2[N:23]=[CH:22][C:21]([O:20][CH:14]([C:11]3[CH:12]=[CH:13][C:8]([C:7]([NH:6][CH2:5][CH2:4][C:3]([OH:2])=[O:29])=[O:28])=[CH:9][CH:10]=3)[CH2:15][CH2:16][CH2:17][CH2:18][CH3:19])=[CH:26][CH:25]=2)=[CH:34][CH:33]=1, predict the reactants needed to synthesize it. The reactants are: C[O:2][C:3](=[O:29])[CH2:4][CH2:5][NH:6][C:7](=[O:28])[C:8]1[CH:13]=[CH:12][C:11]([CH:14]([O:20][C:21]2[CH:22]=[N:23][C:24](Cl)=[CH:25][CH:26]=2)[CH2:15][CH2:16][CH2:17][CH2:18][CH3:19])=[CH:10][CH:9]=1.[F:30][C:31]([F:42])([F:41])[C:32]1[CH:37]=[CH:36][C:35](B(O)O)=[CH:34][CH:33]=1. (2) Given the product [CH2:27]([O:1][C:2]1[CH:9]=[C:8]([O:10][C:11]2[CH:16]=[CH:15][C:14]([N+:17]([O-:19])=[O:18])=[CH:13][CH:12]=2)[CH:7]=[CH:6][C:3]=1[C:4]#[N:5])[CH3:28], predict the reactants needed to synthesize it. The reactants are: [OH:1][C:2]1[CH:9]=[C:8]([O:10][C:11]2[CH:16]=[CH:15][C:14]([N+:17]([O-:19])=[O:18])=[CH:13][CH:12]=2)[CH:7]=[CH:6][C:3]=1[C:4]#[N:5].C([O-])([O-])=O.[K+].[K+].I[CH2:27][CH3:28]. (3) Given the product [F:1][C:2]1[CH:7]=[CH:6][C:5]([C:8]2[N:13]=[C:12]3[N:14]=[C:15]([C:18]([N:36]4[CH2:41][CH2:40][O:39][CH2:38][CH2:37]4)=[O:19])[N:16]([CH3:17])[C:11]3=[C:10]([C:23]3[CH:28]=[CH:27][C:26]([F:29])=[CH:25][CH:24]=3)[C:9]=2[C:30]2[CH:35]=[CH:34][N:33]=[CH:32][CH:31]=2)=[CH:4][CH:3]=1, predict the reactants needed to synthesize it. The reactants are: [F:1][C:2]1[CH:7]=[CH:6][C:5]([C:8]2[N:13]=[C:12]3[N:14]=[C:15]([C:18](OCC)=[O:19])[N:16]([CH3:17])[C:11]3=[C:10]([C:23]3[CH:28]=[CH:27][C:26]([F:29])=[CH:25][CH:24]=3)[C:9]=2[C:30]2[CH:35]=[CH:34][N:33]=[CH:32][CH:31]=2)=[CH:4][CH:3]=1.[NH:36]1[CH2:41][CH2:40][O:39][CH2:38][CH2:37]1. (4) The reactants are: [OH:1][C:2]1[CH:7]=[CH:6][C:5]([C:8](=[O:10])[CH3:9])=[CH:4][CH:3]=1.FC(F)(F)S(O[CH2:17][C:18]([F:21])([F:20])[F:19])(=O)=O.C(=O)([O-])[O-].[Cs+].[Cs+].C(=O)([O-])O.[Na+]. Given the product [F:19][C:18]([F:21])([F:20])[CH2:17][O:1][C:2]1[CH:7]=[CH:6][C:5]([C:8](=[O:10])[CH3:9])=[CH:4][CH:3]=1, predict the reactants needed to synthesize it.